From a dataset of Forward reaction prediction with 1.9M reactions from USPTO patents (1976-2016). Predict the product of the given reaction. (1) Given the reactants [CH2:1]([O:8][C:9]1[CH:10]=[C:11]([CH:16]=[CH:17][C:18]=1[CH2:19]O)[C:12]([O:14][CH3:15])=[O:13])[C:2]1[CH:7]=[CH:6][CH:5]=[CH:4][CH:3]=1.S(Cl)([Cl:23])=O, predict the reaction product. The product is: [CH2:1]([O:8][C:9]1[CH:10]=[C:11]([CH:16]=[CH:17][C:18]=1[CH2:19][Cl:23])[C:12]([O:14][CH3:15])=[O:13])[C:2]1[CH:7]=[CH:6][CH:5]=[CH:4][CH:3]=1. (2) Given the reactants [C:1]([O:4]C(=O)C)(=O)[CH3:2].[CH2:8]([O:15][C:16]1[CH:21]=[CH:20][C:19]([NH2:22])=[C:18]([CH3:23])[CH:17]=1)[C:9]1[CH:14]=[CH:13][CH:12]=[CH:11][CH:10]=1.[N:24](OC(C)(C)C)=O, predict the reaction product. The product is: [CH2:8]([O:15][C:16]1[CH:17]=[C:18]2[C:19](=[CH:20][CH:21]=1)[N:22]([C:1](=[O:4])[CH3:2])[N:24]=[CH:23]2)[C:9]1[CH:10]=[CH:11][CH:12]=[CH:13][CH:14]=1.